From a dataset of Forward reaction prediction with 1.9M reactions from USPTO patents (1976-2016). Predict the product of the given reaction. (1) Given the reactants [CH:1](=[C:8]1/[C:9](=[O:18])[NH:10][C:11]2[C:16]/1=[CH:15][CH:14]=[C:13]([Cl:17])[CH:12]=2)/[C:2]1[CH:7]=[CH:6][CH:5]=[CH:4][CH:3]=1.Cl[C:20]([O:22][CH2:23][CH3:24])=[O:21].C(N(CC)CC)C, predict the reaction product. The product is: [CH2:23]([O:22][C:20]([N:10]1[C:11]2[C:16](=[CH:15][CH:14]=[C:13]([Cl:17])[CH:12]=2)/[C:8](=[CH:1]/[C:2]2[CH:7]=[CH:6][CH:5]=[CH:4][CH:3]=2)/[C:9]1=[O:18])=[O:21])[CH3:24]. (2) The product is: [CH3:10][C:8]1[O:17][C:14]2[CH:2]=[CH:3][CH:4]=[CH:5][C:6]=2[C:7]=1[Br:19]. Given the reactants O1[C:5]2[CH:6]=[CH:7][C:8]([C:10](OC)=O)=C[C:4]=2[CH:3]=[CH:2]1.[C:14]([O-:17])(O)=O.[Na+].[Br:19]Br.C([O-])([O-])=O.[K+].[K+], predict the reaction product.